From a dataset of Catalyst prediction with 721,799 reactions and 888 catalyst types from USPTO. Predict which catalyst facilitates the given reaction. (1) Reactant: Cl[C:2]1[C:11]2[C:6](=[CH:7][CH:8]=[CH:9][CH:10]=2)[N:5]=[C:4]([C:12]2[CH:17]=[CH:16][CH:15]=[CH:14][C:13]=2[F:18])[C:3]=1[CH3:19].[Br:20][C:21]1[CH:22]=[CH:23][C:24]([N:28]2[CH2:33][CH2:32][O:31][CH2:30][CH2:29]2)=[C:25]([NH2:27])[CH:26]=1.Cl.O1CCOCC1. Product: [Br:20][C:21]1[CH:22]=[CH:23][C:24]([N:28]2[CH2:29][CH2:30][O:31][CH2:32][CH2:33]2)=[C:25]([NH:27][C:2]2[C:11]3[C:6](=[CH:7][CH:8]=[CH:9][CH:10]=3)[N:5]=[C:4]([C:12]3[CH:17]=[CH:16][CH:15]=[CH:14][C:13]=3[F:18])[C:3]=2[CH3:19])[CH:26]=1. The catalyst class is: 37. (2) Reactant: [Br:1][C:2]1[CH:3]=[CH:4][C:5](F)=[N:6][CH:7]=1.[CH3:9][C:10]1([CH2:21][OH:22])[O:14][C:13]2=[N:15][C:16]([N+:18]([O-:20])=[O:19])=[CH:17][N:12]2[CH2:11]1.[H-].[Na+].C(=O)=O.CC(C)=O. Product: [Br:1][C:2]1[CH:3]=[CH:4][C:5]([O:22][CH2:21][C:10]2([CH3:9])[O:14][C:13]3=[N:15][C:16]([N+:18]([O-:20])=[O:19])=[CH:17][N:12]3[CH2:11]2)=[N:6][CH:7]=1. The catalyst class is: 3. (3) Reactant: [CH3:1][C:2]1[CH:7]=[C:6]([CH3:8])[CH:5]=[C:4]([CH3:9])[C:3]=1[CH2:10][C:11](Cl)=[O:12].[OH:14][CH:15]([CH:18]1[CH2:23][CH2:22][N:21]([O:24][CH3:25])[CH2:20][CH2:19]1)[C:16]#[N:17].CCN(CC)CC. Product: [C:16]([CH:15]([O:14][C:11](=[O:12])[CH2:10][C:3]1[C:2]([CH3:1])=[CH:7][C:6]([CH3:8])=[CH:5][C:4]=1[CH3:9])[CH:18]1[CH2:19][CH2:20][N:21]([O:24][CH3:25])[CH2:22][CH2:23]1)#[N:17]. The catalyst class is: 1. (4) Reactant: [CH2:1]([O:3][C:4](=[O:10])[C:5]([C:8]#[N:9])([CH3:7])[CH3:6])[CH3:2].[OH:11]S(O)(=O)=O.O.C([O-])(O)=O.[Na+]. Product: [CH2:1]([O:3][C:4](=[O:10])[C:5]([CH3:7])([CH3:6])[C:8]([NH2:9])=[O:11])[CH3:2]. The catalyst class is: 14. (5) Reactant: [CH2:1]([O:8][C:9]([N:11]1[CH2:16][CH2:15][NH:14][C:13](=[O:17])[CH2:12]1)=[O:10])[C:2]1[CH:7]=[CH:6][CH:5]=[CH:4][CH:3]=1.[CH3:18]C([O-])(C)C.[K+].CI. Product: [CH2:1]([O:8][C:9]([N:11]1[CH2:16][CH2:15][N:14]([CH3:18])[C:13](=[O:17])[CH2:12]1)=[O:10])[C:2]1[CH:3]=[CH:4][CH:5]=[CH:6][CH:7]=1. The catalyst class is: 3. (6) Reactant: [OH-].[Na+].[CH:3]1([C:6]2[CH:11]=[C:10]([CH2:12][N:13]3[CH2:16][C:15]4([CH2:20][C:19]([N:21]5[CH2:26][CH2:25][C:24]([CH3:32])([C:27]([O:29]CC)=[O:28])[CH2:23][CH2:22]5)=[N:18][O:17]4)[CH2:14]3)[CH:9]=[C:8]([O:33][CH:34]([CH3:36])[CH3:35])[C:7]=2[C:37]2[CH:42]=[CH:41][C:40]([F:43])=[CH:39][CH:38]=2)[CH2:5][CH2:4]1. Product: [CH:3]1([C:6]2[CH:11]=[C:10]([CH2:12][N:13]3[CH2:16][C:15]4([CH2:20][C:19]([N:21]5[CH2:26][CH2:25][C:24]([CH3:32])([C:27]([OH:29])=[O:28])[CH2:23][CH2:22]5)=[N:18][O:17]4)[CH2:14]3)[CH:9]=[C:8]([O:33][CH:34]([CH3:36])[CH3:35])[C:7]=2[C:37]2[CH:42]=[CH:41][C:40]([F:43])=[CH:39][CH:38]=2)[CH2:4][CH2:5]1. The catalyst class is: 8.